From a dataset of Forward reaction prediction with 1.9M reactions from USPTO patents (1976-2016). Predict the product of the given reaction. (1) Given the reactants [Br:1][C:2]1[CH:3]=[C:4]([C:9]2[CH:13]=[CH:12][NH:11][N:10]=2)[CH:5]=[CH:6][C:7]=1[CH3:8].I[C:15]1[CH:16]=[C:17]([C:21]([F:24])([F:23])[F:22])[CH:18]=[CH:19][CH:20]=1.C(=O)([O-])[O-].[K+].[K+], predict the reaction product. The product is: [Br:1][C:2]1[CH:3]=[C:4]([C:9]2[CH:13]=[CH:12][N:11]([C:15]3[CH:20]=[CH:19][CH:18]=[C:17]([C:21]([F:24])([F:23])[F:22])[CH:16]=3)[N:10]=2)[CH:5]=[CH:6][C:7]=1[CH3:8]. (2) Given the reactants [OH:1][C:2]1[CH:18]=[CH:17][C:5]([C:6]2[O:7][C:8]3[C:13]([C:14](=[O:16])[CH:15]=2)=[CH:12][CH:11]=[CH:10][CH:9]=3)=[CH:4][CH:3]=1.[CH:19]1C=CC(P(C2C=CC=CC=2)C2C=CC=CC=2)=CC=1.CC(OC(/N=[N:45]/[C:46](OC(C)C)=O)=O)C.[CH2:52]1[CH2:56][O:55][CH2:54][CH2:53]1, predict the reaction product. The product is: [CH3:19][N:45]([CH3:46])[CH2:53][CH2:54][O:55][CH2:56][CH2:52][O:1][C:2]1[CH:3]=[CH:4][C:5]([C:6]2[O:7][C:8]3[C:13]([C:14](=[O:16])[CH:15]=2)=[CH:12][CH:11]=[CH:10][CH:9]=3)=[CH:17][CH:18]=1. (3) The product is: [Cl:24][C:22]1[CH:21]=[CH:20][C:19]([O:25][CH2:26][C:27]2[CH:32]=[CH:31][CH:30]=[CH:29][CH:28]=2)=[C:18]([C:12]2[N:11]([C:7]3[CH:6]=[C:5]([CH:10]=[CH:9][CH:8]=3)[C:4]([OH:33])=[O:3])[C:15]([CH2:16][CH3:17])=[CH:14][CH:13]=2)[CH:23]=1. Given the reactants C([O:3][C:4](=[O:33])[C:5]1[CH:10]=[CH:9][CH:8]=[C:7]([N:11]2[C:15]([CH2:16][CH3:17])=[CH:14][CH:13]=[C:12]2[C:18]2[CH:23]=[C:22]([Cl:24])[CH:21]=[CH:20][C:19]=2[O:25][CH2:26][C:27]2[CH:32]=[CH:31][CH:30]=[CH:29][CH:28]=2)[CH:6]=1)C.[OH-].[Na+], predict the reaction product. (4) Given the reactants [OH-].[Na+].[CH3:3][C:4]1[CH:20]=[C:19]([N+:21]([O-:23])=[O:22])[CH:18]=[CH:17][C:5]=1[O:6][C:7]1[CH:12]=[CH:11][C:10]([NH2:13])=[C:9]([N+:14]([O-:16])=[O:15])[CH:8]=1.S(OC)(O[CH3:28])(=O)=O.S([O-])([O-])(=O)=O.C([N+](CCCC)(CCCC)CCCC)CCC.C([N+](CCCC)(CCCC)CCCC)CCC, predict the reaction product. The product is: [CH3:28][NH:13][C:10]1[CH:11]=[CH:12][C:7]([O:6][C:5]2[CH:17]=[CH:18][C:19]([N+:21]([O-:23])=[O:22])=[CH:20][C:4]=2[CH3:3])=[CH:8][C:9]=1[N+:14]([O-:16])=[O:15]. (5) The product is: [CH3:23][O:22][C:20](=[O:21])[C:19]1[CH:18]=[CH:17][C:13]([C:14]([NH:54][CH2:53][C:52]2[CH:55]=[CH:56][CH:57]=[C:50]([OH:49])[CH:51]=2)=[O:16])=[CH:12][C:11]=1[Br:10]. Given the reactants C(N(C(C)C)CC)(C)C.[Br:10][C:11]1[CH:12]=[C:13]([CH:17]=[CH:18][C:19]=1[C:20]([O:22][CH3:23])=[O:21])[C:14]([OH:16])=O.F[P-](F)(F)(F)(F)F.N1(OC(N(C)C)=[N+](C)C)C2C=CC=CC=2N=N1.Cl.[OH:49][C:50]1[CH:51]=[C:52]([CH:55]=[CH:56][CH:57]=1)[CH2:53][NH2:54].ON1C2C=CC=CC=2N=N1, predict the reaction product. (6) The product is: [C:31](=[O:34])([S:33][CH2:20][CH2:19][C:15]1[CH:16]=[CH:17][CH:18]=[C:13]([CH2:12][C@H:11]([NH:21][C:22]([O:23][C:24]([CH3:25])([CH3:26])[CH3:27])=[O:28])[C:10]([N:9]([C:6]2[CH:7]=[CH:8][C:3]([O:2][CH3:1])=[CH:4][CH:5]=2)[CH3:30])=[O:29])[CH:14]=1)[CH3:32]. Given the reactants [CH3:1][O:2][C:3]1[CH:8]=[CH:7][C:6]([N:9]([CH3:30])[C:10](=[O:29])[C@@H:11]([NH:21][C:22](=[O:28])[O:23][C:24]([CH3:27])([CH3:26])[CH3:25])[CH2:12][C:13]2[CH:18]=[CH:17][CH:16]=[C:15]([CH:19]=[CH2:20])[CH:14]=2)=[CH:5][CH:4]=1.[C:31]([OH:34])(=[S:33])[CH3:32].N(C(C)(C)C#N)=NC(C)(C)C#N, predict the reaction product. (7) Given the reactants Cl.Cl.[NH2:3][CH2:4][CH2:5][N:6]1[C:14]2[C:13]([NH:15][C:16]3[CH:21]=[CH:20][C:19]([O:22][C:23]4[CH:28]=[CH:27][CH:26]=[C:25]([C:29]([F:32])([F:31])[F:30])[CH:24]=4)=[C:18]([Cl:33])[CH:17]=3)=[N:12][CH:11]=[N:10][C:9]=2[CH:8]=[CH:7]1.CN1CCOCC1.[CH3:41][S:42]([CH2:45][S:46](Cl)(=[O:48])=[O:47])(=[O:44])=[O:43].C(=O)([O-])O.[Na+], predict the reaction product. The product is: [Cl:33][C:18]1[CH:17]=[C:16]([NH:15][C:13]2[C:14]3[N:6]([CH2:5][CH2:4][NH:3][S:46]([CH2:45][S:42]([CH3:41])(=[O:44])=[O:43])(=[O:48])=[O:47])[CH:7]=[CH:8][C:9]=3[N:10]=[CH:11][N:12]=2)[CH:21]=[CH:20][C:19]=1[O:22][C:23]1[CH:28]=[CH:27][CH:26]=[C:25]([C:29]([F:32])([F:31])[F:30])[CH:24]=1.